From a dataset of Forward reaction prediction with 1.9M reactions from USPTO patents (1976-2016). Predict the product of the given reaction. Given the reactants [CH3:1][C:2]1[C:6]([C:7]([NH:9][N:10]2[CH2:15][CH2:14][CH2:13][CH2:12][CH2:11]2)=[O:8])=[N:5][N:4]([C:16]2[CH:17]=[CH:18][C:19]([Cl:23])=[CH:20][C:21]=2[Cl:22])[C:3]=1[C:24]1[CH:25]=[CH:26][C:27]([Cl:30])=[CH:28][CH:29]=1.Cl.N, predict the reaction product. The product is: [CH3:1][C:2]1[C:6]([C:7]([NH:9][N:10]2[CH2:11][CH2:12][CH2:13][CH2:14][CH2:15]2)=[O:8])=[N:5][N:4]([C:16]2[CH:17]=[CH:18][C:19]([Cl:23])=[CH:20][C:21]=2[Cl:22])[C:3]=1[C:24]1[CH:25]=[CH:26][C:27]([Cl:30])=[CH:28][CH:29]=1.